From a dataset of Full USPTO retrosynthesis dataset with 1.9M reactions from patents (1976-2016). Predict the reactants needed to synthesize the given product. (1) Given the product [Cl:22][CH2:21][CH2:20][CH2:19][CH2:18][O:1][C:2]1[CH:3]=[CH:4][C:5]([CH:8]2[CH2:16][CH2:15][CH2:14][CH:13]3[N:9]2[CH2:10][CH2:11][CH2:12]3)=[CH:6][CH:7]=1, predict the reactants needed to synthesize it. The reactants are: [OH:1][C:2]1[CH:7]=[CH:6][C:5]([CH:8]2[CH2:16][CH2:15][CH2:14][CH:13]3[N:9]2[CH2:10][CH2:11][CH2:12]3)=[CH:4][CH:3]=1.Br[CH2:18][CH2:19][CH2:20][CH2:21][Cl:22].C(=O)([O-])[O-].[K+].[K+]. (2) Given the product [ClH:1].[Cl:1][C:2]1[S:3][CH:4]=[C:5]([CH3:17])[C:6]=1[NH:7][C:8]1[NH:12][C:11]2[CH:13]=[CH:14][CH:15]=[CH:16][C:10]=2[N:9]=1, predict the reactants needed to synthesize it. The reactants are: [Cl:1][C:2]1[S:3][CH:4]=[C:5]([CH3:17])[C:6]=1[NH:7][C:8]1[NH:12][C:11]2[CH:13]=[CH:14][CH:15]=[CH:16][C:10]=2[N:9]=1.CC(O)C.Cl. (3) Given the product [C:1]1([CH:11]([C:13]2[CH:18]=[CH:17][CH:16]=[CH:15][CH:14]=2)[OH:12])[C:10]2[C:5](=[CH:6][CH:7]=[CH:8][CH:9]=2)[CH:4]=[CH:3][CH:2]=1, predict the reactants needed to synthesize it. The reactants are: [C:1]1([C:11]([C:13]2[CH:18]=[CH:17][CH:16]=[CH:15][CH:14]=2)=[O:12])[C:10]2[C:5](=[CH:6][CH:7]=[CH:8][CH:9]=2)[CH:4]=[CH:3][CH:2]=1.[BH4-].[Na+]. (4) Given the product [C:16]([NH:15][C:10]1[CH:11]=[CH:12][CH:13]=[CH:14][C:9]=1[NH:8][C:6]1[C:5]([Cl:20])=[CH:4][N:3]=[C:2]([NH:21][C:22]2[C:39]([CH3:40])=[CH:38][C:25]([O:26][CH2:27][CH2:28][CH2:29][NH:30][C:31](=[O:37])[O:32][C:33]([CH3:34])([CH3:35])[CH3:36])=[C:24]([C:41](=[O:43])[NH2:42])[CH:23]=2)[N:7]=1)(=[O:19])[CH:17]=[CH2:18], predict the reactants needed to synthesize it. The reactants are: Cl[C:2]1[N:7]=[C:6]([NH:8][C:9]2[CH:14]=[CH:13][CH:12]=[CH:11][C:10]=2[NH:15][C:16](=[O:19])[CH:17]=[CH2:18])[C:5]([Cl:20])=[CH:4][N:3]=1.[NH2:21][C:22]1[C:39]([CH3:40])=[CH:38][C:25]([O:26][CH2:27][CH2:28][CH2:29][NH:30][C:31](=[O:37])[O:32][C:33]([CH3:36])([CH3:35])[CH3:34])=[C:24]([C:41](=[O:43])[NH2:42])[CH:23]=1.C(=O)([O-])[O-].[Na+].[Na+].CN(C1C(C2C(P(C3CCCCC3)C3CCCCC3)=CC=CC=2)=CC=CC=1)C. (5) The reactants are: [CH:1]([O:4][C:5]1[CH:12]=[CH:11][C:8]([CH:9]=O)=[CH:7][CH:6]=1)([CH3:3])[CH3:2].[NH2:13][C:14]1[N:15]=[N:16][C:17]([CH3:20])=[CH:18][CH:19]=1.C([O:23][C:24](=O)[C:25]([OH:36])=[CH:26][C:27](=[O:35])[C:28]1[CH:33]=[CH:32][C:31]([CH3:34])=[CH:30][CH:29]=1)C. Given the product [OH:36][C:25]1[C:24](=[O:23])[N:13]([C:14]2[N:15]=[N:16][C:17]([CH3:20])=[CH:18][CH:19]=2)[CH:9]([C:8]2[CH:11]=[CH:12][C:5]([O:4][CH:1]([CH3:3])[CH3:2])=[CH:6][CH:7]=2)[C:26]=1[C:27](=[O:35])[C:28]1[CH:33]=[CH:32][C:31]([CH3:34])=[CH:30][CH:29]=1, predict the reactants needed to synthesize it. (6) Given the product [F:20][C:21]([F:28])([F:27])[C:22](=[CH2:26])[C:23]([O:12][C:2]1([CH3:1])[CH:3]2[CH2:11][CH:7]3[CH2:6][CH:5]([CH2:10][CH:9]1[CH2:8]3)[CH2:4]2)=[O:24], predict the reactants needed to synthesize it. The reactants are: [CH3:1][C:2]1([OH:12])[CH:9]2[CH2:10][CH:5]3[CH2:6][CH:7]([CH2:11][CH:3]1[CH2:4]3)[CH2:8]2.C(N(CC)CC)C.[F:20][C:21]([F:28])([F:27])[C:22](=[CH2:26])[C:23](Cl)=[O:24]. (7) Given the product [CH3:33][C:15]1[C:16]([CH3:32])=[C:17]([NH:22][CH2:23][CH2:24][O:25][C:26]2[CH:31]=[CH:30][CH:29]=[CH:28][CH:27]=2)[C:18]([N+:19]([O-:21])=[O:20])=[C:13]([O:9][C:3]2[CH:8]=[CH:7][CH:6]=[CH:5][CH:4]=2)[N:14]=1, predict the reactants needed to synthesize it. The reactants are: [H-].[Na+].[C:3]1([OH:9])[CH:8]=[CH:7][CH:6]=[CH:5][CH:4]=1.[H][H].Cl[C:13]1[C:18]([N+:19]([O-:21])=[O:20])=[C:17]([NH:22][CH2:23][CH2:24][O:25][C:26]2[CH:31]=[CH:30][CH:29]=[CH:28][CH:27]=2)[C:16]([CH3:32])=[C:15]([CH3:33])[N:14]=1.